From a dataset of Experimentally validated miRNA-target interactions with 360,000+ pairs, plus equal number of negative samples. Binary Classification. Given a miRNA mature sequence and a target amino acid sequence, predict their likelihood of interaction. (1) The miRNA is mmu-miR-429-3p with sequence UAAUACUGUCUGGUAAUGCCGU. The protein sequence of the target gene is MPILLFLIDTSASMNQRTDLGTSYLDIAKGAVELFLKLRARDPASRGDRYMLVTYDEPPYCIKAGWKENHATFMNELKNLQASGLTTLGQALRSSFDLLNLNRLISGIDNYGQGRNPFFLEPSILITITDGNKLTSTASVQEELHLPLNSPLPGSELTKEPFRWDQRLFALVLRLPGVASTEPEQLGSVPSDESAITQMCEVTGGRSYCVRTQRMLNQCLESLVQKVQSGVVINFEKTGPDPLPVGEDTLMELCRPSNLFAAQPWHSCHKLIYVRPNSKTGVPVGHWPIPESFWPEQNLP.... Result: 1 (interaction). (2) The miRNA is rno-miR-206-3p with sequence UGGAAUGUAAGGAAGUGUGUGG. The protein sequence of the target gene is MPSESFCLAAQARLDSKWLKTDIQLAFTRDGLCGLWNEMVKDGEIVYTGTESTQNGELPPRKDDSVEPSGTKKEDLNDKEKKDEEETPAPIYRAKSILDSWVWGKQPDVNELKECLSVLVKEQQALAVQSATTTLSALRLKQRLVILERYFIALNRTVFQENVKVKWKSSGISLPPVDKKSSRPAGKGVEGLARVGSRAALSFAFAFLRRAWRSGEDADLCSELLQESLDALRALPEASLFDESTVSSVWLEVVERATRFLRSVVTGDVHGTPATKGPGSIPLQDQHLALAILLELAVQR.... Result: 0 (no interaction). (3) The miRNA is hsa-miR-1208 with sequence UCACUGUUCAGACAGGCGGA. The protein sequence of the target gene is MAAAATLRLSAQGTVTFEDVAVNFTWEEWNLLSEAQRCLYRDVTLENLALISSLGCWCGVEDEAAPSKQSIYIQRETQVRTPMAGVSPKKAHPCEMCGPILGDILHVADHQGTHHKQKLHRCEAWGNKLYDSGNFHQHQNEHIGEKPYRGSVEEALFAKRCKLHVSGESSVFSESGKDFLPRSGLLQQEASHTGEKSNSKTECVSPIQCGGAHYSCGESMKHFSTKHILSQHQRLLTREECYVCCECGKSFSKYASLSNHQRVHTEKKHECGECGKSFSKYVSFSNHQRVHTEKKHECGE.... Result: 0 (no interaction). (4) The miRNA is cel-miR-40-3p with sequence UCACCGGGUGUACAUCAGCUAA. The protein sequence of the target gene is MIEESGNKRKTMAEKRQLFIEMRAQNFDVIRLSTYRTACKLRFVQKRCNLHLVDIWNMIEAFRDNGLNTLDHTTEISVSRLETVISSIYYQLNKRLPSTHQISVEQSISLLLNFMIAAYDSEGRGKLTVFSVKAMLATMCGGKMLDKLRYVFSQMSDSNGLMIFSKFDQFLKEVLKLPTAVFEGPSFGYTEHSVRTCFPQQRKIMLNMFLDTMMADPPPQCLVWLPLMHRLAHVENVFHPVECSYCRCESMMGFRYRCQQCHNYQLCQNCFWRGHAGGPHSNQHQMKEHSSWKSPAKKLS.... Result: 0 (no interaction). (5) The miRNA is cel-miR-80-5p with sequence AGCUUUCGACAUGAUUCUGAAC. The protein sequence of the target gene is MAEGEDVGWWRSWLQQSYQAVKEKSTEALEFMKRDLTEFTQVVQHDTACTIAATASVVKEKLATEGSSGATEKVKKGLSDFLGVISDTFAPSPDKTIDCDVITLMGTPSGTAEPYDGTKARLYSLQSDPATYCNEPDGPPELFDAWLSEFCLEEKKGEISELLVGSPSIRALYTKMVPAAVSHSEFWHRYFYKVHQLEQEQARRDALKQRADQSISEEPGWEEEEEELEGIVPSPKEAKIPKETKTTTSPEDEPAPQSPCEETPVEPPAEATPSESSESISLVTQVANPAAAPEAPELPK.... Result: 0 (no interaction). (6) The miRNA is mmu-miR-410-3p with sequence AAUAUAACACAGAUGGCCUGU. The protein sequence of the target gene is MPGPPRSLEMGLLTFRDVAIEFSLEEWQHLDIAQQNLYRNVMLENYRNLAFLGIAVSKPDLITCLEQGKEPWNMKRHEMVDEPPGMCPHFAQDLWPEQGMEDSFQKAILRRYGKYGHENLQLRKGCKSVDEYKVNKEGYNGLNQCFTTAQSKVFQCDKYLKVFYKFLNSNRPKIRHTEKKSFKCKKRVKLFCMLSHKTQHKSIYHREKSYKCKECGKTFNWSSTLTNHRKIYTEEKPYKCEEYNKSPKQLSTLTTHEIIHAGEKLYKCEECGEAFNRSSNLTTHKIIHTGEKPYKCEECG.... Result: 0 (no interaction). (7) The miRNA is hsa-miR-6778-3p with sequence UGCCUCCCUGACAUUCCACAG. The protein sequence of the target gene is MEQPGQDPTSDDVMDSFLEKFQSQPYRGGFHEDQWEKEFEKVPLFMSRAPSEIDPRENPDLACLQSIIFDEERSPEEQAKTYKDEGNDYFKEKDYKKAVISYTEGLKKKCADPDLNAVLYTNRAAAQYYLGNFRSALNDVTAARKLKPCHLKAIIRGALCHLELKHFAEAVNWCDEGLQIDAKEKKLLEMRAKADKLKRIEQRDVRKANLKEKKERNQNEALLQAIKARNIRLSEAACEDEDSASEGLGELFLDGLSTENPHGARLSLDGQGRLSWPVLFLYPEYAQSDFISAFHEDSRF.... Result: 1 (interaction). (8) The miRNA is mmu-miR-203-3p with sequence GUGAAAUGUUUAGGACCACUAG. The protein sequence of the target gene is MRTAPSLRRCVCLLLAAILDLARGYLTVNIEPLPPVVAGDAVTLKCNFKTDGRMREIVWYRVTDGGTIKQKIFTFDAMFSTNYSHMENYRKREDLVYQSTVRLPEVRISDNGPYECHVGIYDRATREKVVLASGNIFLNVMAPPTSIEVVAADTPAPFSRYQAQNFTLVCIVSGGKPAPMVYFKRDGEPIDAVPLSEPPAASSGPLQDSRPFRSLLHRDLDDTKMQKSLSLLDAENRGGRPYTERPSRGLTPDPNILLQPTTENIPETVVSREFPRWVHSAEPTYFLRHSRTPSSDGTVE.... Result: 0 (no interaction). (9) The miRNA is hsa-miR-125b-2-3p with sequence UCACAAGUCAGGCUCUUGGGAC. The protein sequence of the target gene is MCRCSLVLLSVDHEVPFSSFFIGWRTEGRAWRAGRPDMADGSGWQPPRPCEAYRAEWKLCRSARHFLHHYYVHGERPACEQWQRDLASCRDWEERRNAEAQQSLCESERARVRAARKHILVWAPRQSPPPDWHLPLPQEKDE. Result: 0 (no interaction). (10) The miRNA is hsa-miR-219a-1-3p with sequence AGAGUUGAGUCUGGACGUCCCG. The protein sequence of the target gene is MAIATSTQLARALYDNTAESPQELSFRRGDVLRVLQREGAGGLDGWCLCSLHGQQGIVPANRVKLLPAGPAPKPSLSPASPAQPGSPYPAPDHSNEDQEVYVVPPPARPCPTSGPPAGPCPPSPDLIYKIPRASGTQLAAPRDALEVYDVPPTALRVPSSGPYDCPASFSHPLTRVAPQPPGEDDAPYDVPLTPKPPAELEPDLEWEGGREPGPPIYAAPSNLKRASALLNLYEAPEELLADGEGGGTDEGIYDVPLLGPEAPPSPEPPGALASHDQDTLAQLLARSPPPPHRPRLPSAE.... Result: 0 (no interaction).